From a dataset of Full USPTO retrosynthesis dataset with 1.9M reactions from patents (1976-2016). Predict the reactants needed to synthesize the given product. (1) Given the product [C:1]1([CH3:21])[CH:6]=[C:5]([CH3:7])[CH:4]=[C:3]([CH3:8])[C:2]=1[NH:9][C:10]1[S:11][C:12]2[C:18]([N:19]([CH2:40][CH2:36][CH3:37])[CH2:22][CH2:23][CH3:24])=[CH:17][C:16]([CH3:20])=[CH:15][C:13]=2[N:14]=1, predict the reactants needed to synthesize it. The reactants are: [C:1]1([CH3:21])[CH:6]=[C:5]([CH3:7])[CH:4]=[C:3]([CH3:8])[C:2]=1[NH:9][C:10]1[S:11][C:12]2[C:18]([NH2:19])=[CH:17][C:16]([CH3:20])=[CH:15][C:13]=2[N:14]=1.[CH:22](=O)[CH2:23][CH3:24].C(O[BH-](O[C:36](=O)[CH3:37])OC(=O)C)(=O)C.[Na+].[CH3:40]C(O)=O. (2) Given the product [Br:1][C:2]1[CH:7]=[C:6]([F:8])[CH:5]=[CH:4][C:3]=1[CH2:9][N:11]1[CH2:16][CH2:15][O:14][CH2:13][CH2:12]1, predict the reactants needed to synthesize it. The reactants are: [Br:1][C:2]1[CH:7]=[C:6]([F:8])[CH:5]=[CH:4][C:3]=1[CH2:9]Br.[NH:11]1[CH2:16][CH2:15][O:14][CH2:13][CH2:12]1.C(N(C(C)C)CC)(C)C. (3) The reactants are: [C:1]([N:8]([CH3:42])[CH:9]1[CH2:14][CH2:13][CH:12]([N:15]([CH2:30][C:31]2[CH:32]=[C:33](B(O)O)[CH:34]=[CH:35][C:36]=2[O:37][CH3:38])[C:16]([C:18]2[S:22][C:21]3[C:23]([F:28])=[CH:24][CH:25]=[C:26]([F:27])[C:20]=3[C:19]=2[Cl:29])=[O:17])[CH2:11][CH2:10]1)([O:3][C:4]([CH3:7])([CH3:6])[CH3:5])=[O:2].Cl.Br[C:45]1[CH:50]=[CH:49][N:48]=[CH:47][CH:46]=1. Given the product [Cl:29][C:19]1[C:20]2[C:26]([F:27])=[CH:25][CH:24]=[C:23]([F:28])[C:21]=2[S:22][C:18]=1[C:16]([N:15]([CH2:30][C:31]1[CH:32]=[C:33]([C:45]2[CH:50]=[CH:49][N:48]=[CH:47][CH:46]=2)[CH:34]=[CH:35][C:36]=1[O:37][CH3:38])[CH:12]1[CH2:11][CH2:10][CH:9]([N:8]([CH3:42])[C:1](=[O:2])[O:3][C:4]([CH3:5])([CH3:7])[CH3:6])[CH2:14][CH2:13]1)=[O:17], predict the reactants needed to synthesize it. (4) Given the product [NH2:5][C@@H:3]([CH3:4])[CH:2]([C:13]1[O:14][C:15]([CH3:18])=[N:16][N:17]=1)[OH:1].[F:22][C:21]([F:24])([F:23])[C:19]([O-:25])=[O:20], predict the reactants needed to synthesize it. The reactants are: [OH:1][CH:2]([C:13]1[O:14][C:15]([CH3:18])=[N:16][N:17]=1)[C@@H:3]([NH:5]C(=O)OC(C)(C)C)[CH3:4].[C:19]([OH:25])([C:21]([F:24])([F:23])[F:22])=[O:20]. (5) Given the product [N:33]([CH:18]([C:9]1[C:8]([C:3]2[CH:4]=[CH:5][CH:6]=[CH:7][C:2]=2[F:1])=[C:17]2[C:12]([CH:13]=[CH:14][CH:15]=[N:16]2)=[CH:11][CH:10]=1)[CH3:19])=[N+:34]=[N-:35], predict the reactants needed to synthesize it. The reactants are: [F:1][C:2]1[CH:7]=[CH:6][CH:5]=[CH:4][C:3]=1[C:8]1[C:9]([CH:18](O)[CH3:19])=[CH:10][CH:11]=[C:12]2[C:17]=1[N:16]=[CH:15][CH:14]=[CH:13]2.C(N(CC)CC)C.CS(Cl)(=O)=O.[N-:33]=[N+:34]=[N-:35].[Na+].